Dataset: Reaction yield outcomes from USPTO patents with 853,638 reactions. Task: Predict the reaction yield, written as a fraction of the theoretical maximum amount of product (1.0 means a 100% yield; for example, 0.34 means a 34% yield). The reactants are [F:1][C:2]([F:16])([F:15])[C:3](=[N:5][NH:6][C:7]1[CH:12]=[CH:11][C:10]([O:13][CH3:14])=[CH:9][CH:8]=1)[NH2:4].N1C=CC=CC=1.[CH3:23][O:24][C:25]1[CH:33]=[CH:32][C:28]([C:29](Cl)=O)=[CH:27][CH:26]=1. The catalyst is O1CCOCC1. The product is [CH3:14][O:13][C:10]1[CH:9]=[CH:8][C:7]([N:6]2[C:29]([C:28]3[CH:32]=[CH:33][C:25]([O:24][CH3:23])=[CH:26][CH:27]=3)=[N:4][C:3]([C:2]([F:15])([F:16])[F:1])=[N:5]2)=[CH:12][CH:11]=1. The yield is 0.486.